Dataset: Reaction yield outcomes from USPTO patents with 853,638 reactions. Task: Predict the reaction yield, written as a fraction of the theoretical maximum amount of product (1.0 means a 100% yield; for example, 0.34 means a 34% yield). (1) The reactants are [CH3:1][O:2][C:3]([C:5]1[S:6][C:7]([C:27]2[CH2:32][CH2:31][C:30]([CH3:34])([CH3:33])[CH2:29][CH:28]=2)=[CH:8][C:9]=1[N:10]([C@H:20]1[CH2:25][CH2:24][C@H:23]([OH:26])[CH2:22][CH2:21]1)[C:11]([C@H:13]1[CH2:18][CH2:17][C@H:16]([CH3:19])[CH2:15][CH2:14]1)=[O:12])=[O:4].[CH3:35]I.[H-].[Na+]. The catalyst is CN(C=O)C. The product is [CH3:1][O:2][C:3]([C:5]1[S:6][C:7]([C:27]2[CH2:32][CH2:31][C:30]([CH3:33])([CH3:34])[CH2:29][CH:28]=2)=[CH:8][C:9]=1[N:10]([C@H:20]1[CH2:25][CH2:24][C@H:23]([O:26][CH3:35])[CH2:22][CH2:21]1)[C:11]([C@H:13]1[CH2:18][CH2:17][C@H:16]([CH3:19])[CH2:15][CH2:14]1)=[O:12])=[O:4]. The yield is 0.460. (2) The reactants are C([O:3][C:4](=[O:36])[C:5]([O:8][C:9]1[CH:14]=[CH:13][C:12]([C:15]2[CH:20]=[C:19]([Cl:21])[C:18]([CH2:22][CH:23]3[CH2:27][CH2:26][N:25]([CH:28]4[CH2:33][CH2:32][CH2:31][CH2:30][CH2:29]4)[C:24]3=[O:34])=[C:17]([Cl:35])[CH:16]=2)=[CH:11][CH:10]=1)([CH3:7])[CH3:6])C.[OH-].[Na+]. The catalyst is C(O)C. The product is [Cl:35][C:17]1[CH:16]=[C:15]([C:12]2[CH:13]=[CH:14][C:9]([O:8][C:5]([CH3:7])([CH3:6])[C:4]([OH:36])=[O:3])=[CH:10][CH:11]=2)[CH:20]=[C:19]([Cl:21])[C:18]=1[CH2:22][CH:23]1[CH2:27][CH2:26][N:25]([CH:28]2[CH2:29][CH2:30][CH2:31][CH2:32][CH2:33]2)[C:24]1=[O:34]. The yield is 0.720. (3) The reactants are [Cl:1][C:2]1[N:3]=[C:4]([N:13]2[CH2:18][CH2:17][O:16][CH2:15][CH2:14]2)[C:5]2[CH:10]=[C:9]([CH:11]=O)[S:8][C:6]=2[N:7]=1.[CH3:19][NH2:20]. The catalyst is C1(C)C=CC=CC=1.C1COCC1.O. The product is [Cl:1][C:2]1[N:3]=[C:4]([N:13]2[CH2:18][CH2:17][O:16][CH2:15][CH2:14]2)[C:5]2[CH:10]=[C:9]([CH2:11][NH:20][CH3:19])[S:8][C:6]=2[N:7]=1. The yield is 0.530. (4) The reactants are C[O:2][C:3](=[O:22])[CH2:4][CH2:5][N:6]1[CH2:11][CH2:10][N:9]([C:12]2[CH:17]=[CH:16][C:15]([O:18][CH2:19][C:20]#[CH:21])=[CH:14][CH:13]=2)[CH2:8][CH2:7]1.[OH-].[Na+:24]. The catalyst is CO. The product is [Na+:24].[CH2:19]([O:18][C:15]1[CH:16]=[CH:17][C:12]([N:9]2[CH2:8][CH2:7][N:6]([CH2:5][CH2:4][C:3]([O-:22])=[O:2])[CH2:11][CH2:10]2)=[CH:13][CH:14]=1)[C:20]#[CH:21]. The yield is 0.420. (5) The reactants are C([O:5][C:6](=[O:39])[CH2:7][N:8]1[CH2:16][CH2:15][N:14]([CH2:17][CH:18]([OH:30])[CH2:19][CH2:20][C:21]2[CH:26]=[CH:25][C:24]([N+:27]([O-:29])=[O:28])=[CH:23][CH:22]=2)[CH2:13][CH2:12][N:11]([CH2:31][C:32]([O:34]C(C)(C)C)=[O:33])[CH2:10][CH2:9]1)(C)(C)C. The catalyst is C(O)(C(F)(F)F)=O. The product is [C:32]([CH2:31][N:11]1[CH2:12][CH2:13][N:14]([CH2:17][CH:18]([OH:30])[CH2:19][CH2:20][C:21]2[CH:26]=[CH:25][C:24]([N+:27]([O-:29])=[O:28])=[CH:23][CH:22]=2)[CH2:15][CH2:16][N:8]([CH2:7][C:6]([OH:39])=[O:5])[CH2:9][CH2:10]1)([OH:34])=[O:33]. The yield is 0.475. (6) The reactants are [C:1]([NH2:9])(=[O:8])[C:2]1[CH:7]=[CH:6][N:5]=[CH:4][CH:3]=1.[Br:10][CH:11]([CH3:13])[CH3:12]. The catalyst is CN(C=O)C. The product is [Br-:10].[CH:11]([N+:5]1[CH:6]=[CH:7][C:2]([C:1]([NH2:9])=[O:8])=[CH:3][CH:4]=1)([CH3:13])[CH3:12]. The yield is 0.650.